Dataset: Full USPTO retrosynthesis dataset with 1.9M reactions from patents (1976-2016). Task: Predict the reactants needed to synthesize the given product. (1) Given the product [N:1]1([C@H:8]2[CH2:11][C@H:10]([C:12]3[S:13][C:14]4[CH:20]=[C:19]([C:38]5[C:32]([CH3:33])=[N:34][C:35]([CH3:39])=[CH:36][CH:37]=5)[CH:18]=[CH:17][C:15]=4[N:16]=3)[CH2:9]2)[CH2:7][CH2:6][CH2:5][CH2:4][CH2:3][CH2:2]1, predict the reactants needed to synthesize it. The reactants are: [N:1]1([C@H:8]2[CH2:11][C@H:10]([C:12]3[S:13][C:14]4[CH:20]=[C:19](Br)[CH:18]=[CH:17][C:15]=4[N:16]=3)[CH2:9]2)[CH2:7][CH2:6][CH2:5][CH2:4][CH2:3][CH2:2]1.BrC1C=CC2N=C([C@H]3[CH2:33][C@H:32]([N:34]4[CH2:38][CH2:37][CH2:36][C@H:35]4[CH3:39])C3)SC=2C=1.CC1C(B2OC(C)(C)C(C)(C)O2)=CC=C(C)N=1.N1C=C(B(O)O)C=NC=1. (2) Given the product [C:3]([C:2]([CH3:36])([CH3:1])[CH2:5][C@@:6]1([C:30]2[CH:31]=[CH:32][CH:33]=[CH:34][CH:35]=2)[O:11][C:10](=[O:12])[N:9]([C@H:13]([C:15]2[CH:16]=[CH:17][C:18]([C:38]3[S:39][C:40]([C:43]([NH:45][CH:46]4[CH2:47][CH2:48]4)=[O:44])=[CH:41][N:42]=3)=[CH:19][CH:20]=2)[CH3:14])[CH2:8][CH2:7]1)#[N:4], predict the reactants needed to synthesize it. The reactants are: [CH3:1][C:2]([CH3:36])([CH2:5][C@@:6]1([C:30]2[CH:35]=[CH:34][CH:33]=[CH:32][CH:31]=2)[O:11][C:10](=[O:12])[N:9]([C@H:13]([C:15]2[CH:20]=[CH:19][C:18](B3OC(C)(C)C(C)(C)O3)=[CH:17][CH:16]=2)[CH3:14])[CH2:8][CH2:7]1)[C:3]#[N:4].Br[C:38]1[S:39][C:40]([C:43]([NH:45][CH:46]2[CH2:48][CH2:47]2)=[O:44])=[CH:41][N:42]=1. (3) Given the product [C:1]([O:5][C:6]([N:8]1[C:14](=[O:15])[C:13]2([NH:8][C:6]([O:5][CH2:1][C:42]3[CH:47]=[CH:46][CH:45]=[CH:44][CH:43]=3)=[O:7])[CH2:16][CH:9]1[CH2:10][CH2:11][CH2:12]2)=[O:7])([CH3:4])([CH3:3])[CH3:2].[C:1]([O:5][C:6]([N:8]1[C:14](=[O:15])[C@@H:13]2[CH2:16][C@H:9]1[CH2:10][CH2:11][C@@H:12]2[NH:17][C:18]([O:20][CH2:21][C:22]1[CH:27]=[CH:26][CH:25]=[CH:24][CH:23]=1)=[O:19])=[O:7])([CH3:4])([CH3:2])[CH3:3], predict the reactants needed to synthesize it. The reactants are: [C:1]([O:5][C:6]([N:8]1[C:14](=[O:15])[C@@H:13]2[CH2:16][C@@H:9]1[C@@H:10](I)[CH2:11][C@@H:12]2[NH:17][C:18]([O:20][CH2:21][C:22]1[CH:27]=[CH:26][CH:25]=[CH:24][CH:23]=1)=[O:19])=[O:7])([CH3:4])([CH3:3])[CH3:2].CCCC[SnH](CCCC)CCCC.[CH:42]1[CH:47]=[CH:46][CH:45]=[CH:44][CH:43]=1.